Task: Predict the reactants needed to synthesize the given product.. Dataset: Full USPTO retrosynthesis dataset with 1.9M reactions from patents (1976-2016) (1) Given the product [CH3:12][C:13]([CH3:18])=[CH:14][C:15]([O:11][C:3]1[CH:4]=[C:5]([CH3:10])[C:6]([O:9][C:6](=[O:9])[CH:7]=[C:2]([CH3:3])[CH3:1])=[C:7]([CH3:8])[C:2]=1[CH3:1])=[O:16], predict the reactants needed to synthesize it. The reactants are: [CH3:1][C:2]1[C:7]([CH3:8])=[C:6]([OH:9])[C:5]([CH3:10])=[CH:4][C:3]=1[OH:11].[CH3:12][C:13]([CH3:18])=[CH:14][C:15](Cl)=[O:16]. (2) Given the product [CH2:4]1[N:16]2[C:17]3[C:13]([C:14]4[CH2:20][CH2:19][CH2:18][C:15]=42)=[CH:12][CH:11]=[CH:10][C:9]=3[CH2:8][NH:7][C:5]1=[O:6], predict the reactants needed to synthesize it. The reactants are: [H-].[Na+].Cl[CH2:4][C:5]([NH:7][CH2:8][C:9]1[C:17]2[NH:16][C:15]3[CH2:18][CH2:19][CH2:20][C:14]=3[C:13]=2[CH:12]=[CH:11][CH:10]=1)=[O:6].O.